From a dataset of Reaction yield outcomes from USPTO patents with 853,638 reactions. Predict the reaction yield, written as a fraction of the theoretical maximum amount of product (1.0 means a 100% yield; for example, 0.34 means a 34% yield). (1) The reactants are [NH2:1][C:2]1[CH:12]=[N:11][CH:10]=[CH:9][C:3]=1[C:4]([O:6][CH2:7][CH3:8])=[O:5].C1C(=O)N([Cl:20])C(=O)C1.C([O-])(O)=O.[Na+].C(OCC)(=O)C. The catalyst is CN(C=O)C. The product is [NH2:1][C:2]1[C:3]([C:4]([O:6][CH2:7][CH3:8])=[O:5])=[CH:9][C:10]([Cl:20])=[N:11][CH:12]=1. The yield is 0.410. (2) The reactants are [N:1]1[CH:6]=[CH:5][CH:4]=[CH:3][C:2]=1[CH:7](O)[CH3:8].S(Cl)([Cl:12])=O. The catalyst is ClCCl. The product is [Cl:12][CH:7]([C:2]1[CH:3]=[CH:4][CH:5]=[CH:6][N:1]=1)[CH3:8]. The yield is 0.970. (3) The reactants are [Cl:1][C:2]1[CH:8]=[CH:7][C:6]([N+:9]([O-:11])=[O:10])=[CH:5][C:3]=1[NH2:4].[CH3:12][C:13]1[CH:21]=[CH:20][C:16]([C:17](Cl)=[O:18])=[CH:15][CH:14]=1.C(OCC)(=O)C. The catalyst is N1C=CC=CC=1. The product is [Cl:1][C:2]1[CH:8]=[CH:7][C:6]([N+:9]([O-:11])=[O:10])=[CH:5][C:3]=1[NH:4][C:17](=[O:18])[C:16]1[CH:20]=[CH:21][C:13]([CH3:12])=[CH:14][CH:15]=1. The yield is 0.420. (4) The catalyst is C(O)(=O)C. The yield is 1.00. The reactants are [Br-:1].[Br-:2].[Br-].[NH+]1C=CC=CC=1.[NH+]1C=CC=CC=1.[NH+]1C=CC=CC=1.[CH3:22][C:23]1([CH3:33])[CH2:31][C:30]2[NH:29][N:28]=[CH:27][C:26]=2[C:25](=[O:32])[CH2:24]1. The product is [Br:1][C:24]1([Br:2])[C:23]([CH3:33])([CH3:22])[CH2:31][C:30]2[NH:29][N:28]=[CH:27][C:26]=2[C:25]1=[O:32].